This data is from Catalyst prediction with 721,799 reactions and 888 catalyst types from USPTO. The task is: Predict which catalyst facilitates the given reaction. (1) Reactant: [CH2:1]([CH:5]1[CH2:9][NH:8][C:7](=[O:10])[CH2:6]1)[CH2:2][CH2:3][CH3:4].C(N(CC)CC)C.[C:18](O[C:18]([O:20][C:21]([CH3:24])([CH3:23])[CH3:22])=[O:19])([O:20][C:21]([CH3:24])([CH3:23])[CH3:22])=[O:19]. Product: [C:21]([O:20][C:18]([N:8]1[CH2:9][CH:5]([CH2:1][CH2:2][CH2:3][CH3:4])[CH2:6][C:7]1=[O:10])=[O:19])([CH3:24])([CH3:23])[CH3:22]. The catalyst class is: 10. (2) Reactant: [NH2:1][CH2:2][C:3]1[CH:11]=[CH:10][C:6]([C:7]([OH:9])=[O:8])=[CH:5][CH:4]=1.[CH2:12]([O:19][C:20](Cl)=[O:21])[C:13]1[CH:18]=[CH:17][CH:16]=[CH:15][CH:14]=1.Cl. Product: [C:20]([NH:1][CH2:2][C:3]1[CH:4]=[CH:5][C:6]([C:7]([OH:9])=[O:8])=[CH:10][CH:11]=1)([O:19][CH2:12][C:13]1[CH:18]=[CH:17][CH:16]=[CH:15][CH:14]=1)=[O:21]. The catalyst class is: 74. (3) The catalyst class is: 391. Reactant: [CH2:1]([N:5]1[C:10]([Cl:11])=[CH:9][C:8](=[O:12])[NH:7][C:6]1=[O:13])[CH2:2][CH2:3][CH3:4].C(=O)([O-])[O-].[K+].[K+].[F:20][C:21]1[CH:28]=[CH:27][CH:26]=[CH:25][C:22]=1[CH2:23]Br. Product: [CH2:1]([N:5]1[C:10]([Cl:11])=[CH:9][C:8](=[O:12])[N:7]([CH2:23][C:22]2[CH:25]=[CH:26][CH:27]=[CH:28][C:21]=2[F:20])[C:6]1=[O:13])[CH2:2][CH2:3][CH3:4]. (4) Reactant: CCN=C=NCCCN(C)C.CCN(CC)CC.[C:19]12([C:29](=[O:41])[CH2:30][O:31][C:32]3[CH:40]=[CH:39][C:35]([C:36]([OH:38])=O)=[CH:34][CH:33]=3)[CH2:28][CH:23]3[CH2:24][CH:25]([CH2:27][CH:21]([CH2:22]3)[CH2:20]1)[CH2:26]2.[CH:42]([NH2:45])([CH3:44])[CH3:43]. Product: [C:19]12([C:29](=[O:41])[CH2:30][O:31][C:32]3[CH:33]=[CH:34][C:35]([C:36]([NH:45][CH:42]([CH3:44])[CH3:43])=[O:38])=[CH:39][CH:40]=3)[CH2:28][CH:23]3[CH2:24][CH:25]([CH2:27][CH:21]([CH2:22]3)[CH2:20]1)[CH2:26]2. The catalyst class is: 79. (5) Reactant: [F:1][C:2]([F:25])([F:24])[C:3]1[CH:4]=[C:5]([NH:9][C:10]([C:12]2[CH:13]=[C:14]3[C:19](=[CH:20][CH:21]=2)[C:18](Cl)=[N:17][N:16]=[C:15]3[Cl:23])=[O:11])[CH:6]=[CH:7][CH:8]=1.[OH-].[Na+].[O:28]1CCOCC1.Cl. Product: [F:1][C:2]([F:25])([F:24])[C:3]1[CH:4]=[C:5]([NH:9][C:10]([C:12]2[CH:13]=[C:14]3[C:19](=[CH:20][CH:21]=2)[C:18]([OH:28])=[N:17][N:16]=[C:15]3[Cl:23])=[O:11])[CH:6]=[CH:7][CH:8]=1. The catalyst class is: 6. (6) Reactant: [Br:1][C:2]1[C:10]([F:11])=[C:9]2[C:5]([CH:6]=[CH:7][NH:8]2)=[CH:4][CH:3]=1.[H-].[Na+].[CH3:14]I. Product: [Br:1][C:2]1[C:10]([F:11])=[C:9]2[C:5]([CH:6]=[CH:7][N:8]2[CH3:14])=[CH:4][CH:3]=1. The catalyst class is: 1. (7) Reactant: Br[C:2]1[O:10][C:9]2[CH:8]=[CH:7][N:6]([C:11]3[CH:23]=[CH:22][C:14]([O:15][CH2:16][C:17]4([C:20]#[N:21])[CH2:19][CH2:18]4)=[C:13]([O:24][CH3:25])[CH:12]=3)[C:5](=[O:26])[C:4]=2[CH:3]=1.[F:27][C:28]([F:39])([F:38])[C:29]1[CH:34]=[CH:33][C:32](B(O)O)=[CH:31][CH:30]=1.C(=O)([O-])[O-].[K+].[K+].COCCOC. Product: [CH3:25][O:24][C:13]1[CH:12]=[C:11]([N:6]2[CH:7]=[CH:8][C:9]3[O:10][C:2]([C:32]4[CH:33]=[CH:34][C:29]([C:28]([F:39])([F:38])[F:27])=[CH:30][CH:31]=4)=[CH:3][C:4]=3[C:5]2=[O:26])[CH:23]=[CH:22][C:14]=1[O:15][CH2:16][C:17]1([C:20]#[N:21])[CH2:19][CH2:18]1. The catalyst class is: 103. (8) Reactant: [CH:1]1([C:4]2[C:5]([N:31]3[CH2:35][CH2:34][NH:33][S:32]3(=[O:37])=[O:36])=[CH:6][C:7]3[O:11][C:10]([C:12]4[CH:17]=[CH:16][C:15]([O:18][C:19]5[CH:24]=[CH:23][CH:22]=[CH:21][CH:20]=5)=[CH:14][CH:13]=4)=[C:9]([C:25]([O:27][CH2:28][CH3:29])=[O:26])[C:8]=3[CH:30]=2)[CH2:3][CH2:2]1.[H-].[Na+].[CH3:40]I. Product: [CH:1]1([C:4]2[C:5]([N:31]3[CH2:35][CH2:34][N:33]([CH3:40])[S:32]3(=[O:36])=[O:37])=[CH:6][C:7]3[O:11][C:10]([C:12]4[CH:17]=[CH:16][C:15]([O:18][C:19]5[CH:20]=[CH:21][CH:22]=[CH:23][CH:24]=5)=[CH:14][CH:13]=4)=[C:9]([C:25]([O:27][CH2:28][CH3:29])=[O:26])[C:8]=3[CH:30]=2)[CH2:3][CH2:2]1. The catalyst class is: 3. (9) Reactant: [O:1]=[C:2]1[C:10]2[C:5](=[C:6]([N+:11]([O-])=O)[CH:7]=[CH:8][CH:9]=2)[C:4](=O)[N:3]1[CH:15]1[CH2:20][CH2:19][C:18](=[O:21])[NH:17][C:16]1=[O:22].Cl. Product: [CH:8]1[CH:9]=[C:10]2[C:2](=[O:1])[N:3]([CH:15]3[C:16](=[O:22])[NH:17][C:18](=[O:21])[CH2:19][CH2:20]3)[CH2:4][C:5]2=[C:6]([NH2:11])[CH:7]=1. The catalyst class is: 190.